Dataset: Forward reaction prediction with 1.9M reactions from USPTO patents (1976-2016). Task: Predict the product of the given reaction. (1) The product is: [Br:1][C:2]1[CH:7]=[CH:6][C:5]([C@H:8]([CH3:11])[CH2:9][N:17]2[C:13](=[O:23])[C:14]3[C:15](=[CH:19][CH:20]=[CH:21][CH:22]=3)[C:16]2=[O:18])=[C:4]([F:12])[CH:3]=1. Given the reactants [Br:1][C:2]1[CH:7]=[CH:6][C:5]([C@H:8]([CH3:11])[CH2:9]O)=[C:4]([F:12])[CH:3]=1.[C:13]1(=[O:23])[NH:17][C:16](=[O:18])[C:15]2=[CH:19][CH:20]=[CH:21][CH:22]=[C:14]12.C1(P(C2C=CC=CC=2)C2C=CC=CC=2)C=CC=CC=1.CC(OC(/N=N/C(OC(C)C)=O)=O)C, predict the reaction product. (2) Given the reactants [S:1]1[CH2:5][CH2:4][N:3]=[C:2]1[NH:6][C:7]([C:9]1[CH:10]=[C:11](B(O)O)[CH:12]=[CH:13][CH:14]=1)=[O:8].I[C:19]1[C:27]2[C:22](=[N:23][CH:24]=[N:25][C:26]=2[NH2:28])[N:21]([CH:29]([CH3:31])[CH3:30])[N:20]=1.C([O-])([O-])=O.[Na+].[Na+], predict the reaction product. The product is: [NH2:28][C:26]1[N:25]=[CH:24][N:23]=[C:22]2[N:21]([CH:29]([CH3:31])[CH3:30])[N:20]=[C:19]([C:11]3[CH:10]=[C:9]([CH:14]=[CH:13][CH:12]=3)[C:7]([NH:6][C:2]3[S:1][CH2:5][CH2:4][N:3]=3)=[O:8])[C:27]=12. (3) Given the reactants S([O-])([O-])=O.[Na+].[Na+].C([O-])(O)=O.[Na+].[Br:12][C:13]1[CH:18]=[CH:17][C:16]([S:19](Cl)(=[O:21])=[O:20])=[C:15]([CH3:23])[CH:14]=1.Br[CH2:25]C(O)=O.Cl, predict the reaction product. The product is: [Br:12][C:13]1[CH:18]=[CH:17][C:16]([S:19]([CH3:25])(=[O:21])=[O:20])=[C:15]([CH3:23])[CH:14]=1.